Predict the product of the given reaction. From a dataset of Forward reaction prediction with 1.9M reactions from USPTO patents (1976-2016). (1) Given the reactants [C:1]([C:5]1[N:10]=[C:9]([C:11]#[C:12][C:13]([CH3:16])([CH3:15])[CH3:14])[C:8]([CH:17]=O)=[CH:7][CH:6]=1)([CH3:4])([CH3:3])[CH3:2].[CH2:19]([NH2:22])[CH2:20][NH2:21], predict the reaction product. The product is: [C:13]([C:12]1[N:21]2[CH:20]=[CH:19][N:22]=[C:17]2[C:8]2[CH:7]=[CH:6][C:5]([C:1]([CH3:4])([CH3:3])[CH3:2])=[N:10][C:9]=2[CH:11]=1)([CH3:16])([CH3:15])[CH3:14]. (2) The product is: [Cl:1][C:2]1[CH:3]=[CH:4][C:5]([S:8]([C:11]2[S:22][C:14]3=[N:15][CH:16]=[C:17]([NH2:19])[CH:18]=[C:13]3[C:12]=2[C:23]2[CH:28]=[CH:27][C:26]([Cl:29])=[CH:25][CH:24]=2)(=[O:10])=[O:9])=[CH:6][CH:7]=1. Given the reactants [Cl:1][C:2]1[CH:7]=[CH:6][C:5]([S:8]([C:11]2[S:22][C:14]3=[N:15][CH:16]=[C:17]([N+:19]([O-])=O)[CH:18]=[C:13]3[C:12]=2[C:23]2[CH:28]=[CH:27][C:26]([Cl:29])=[CH:25][CH:24]=2)(=[O:10])=[O:9])=[CH:4][CH:3]=1.C([O-])(O)=O.[Na+].ClCCl, predict the reaction product. (3) Given the reactants [N-]=[C:2]=[O:3].[C:4]([O:8][CH2:9][CH2:10][CH2:11][CH2:12][CH2:13][CH2:14][CH2:15][CH2:16][CH2:17][CH2:18][CH2:19][CH2:20][CH2:21][CH2:22][CH2:23][CH2:24][CH2:25][CH3:26])(=[O:7])[CH:5]=[CH2:6], predict the reaction product. The product is: [C:4]([O:8][CH2:9][CH2:10][CH2:11][CH2:12][CH2:13][CH2:14][CH2:15][CH2:16][CH2:17][CH2:18][CH2:19][CH2:20][CH2:21][CH2:22][CH2:23][CH2:24][CH2:25][CH3:26])(=[O:7])[CH:5]=[CH2:6].[C:4]([O:8][CH2:9][CH2:2][OH:3])(=[O:7])[CH:5]=[CH2:6].